Dataset: Full USPTO retrosynthesis dataset with 1.9M reactions from patents (1976-2016). Task: Predict the reactants needed to synthesize the given product. Given the product [C:37]12([CH2:47][CH2:48][N:49]([CH2:50][CH2:51][CH2:52][CH2:53][CH3:54])[C:20](=[O:21])[O:10][CH2:9][CH2:8][CH2:7][C:4]3[CH:5]=[CH:6][N:1]=[CH:2][CH:3]=3)[CH2:44][CH:43]3[CH2:42][CH:41]([CH2:40][CH:39]([CH2:45]3)[CH2:38]1)[CH2:46]2, predict the reactants needed to synthesize it. The reactants are: [N:1]1[CH:6]=[CH:5][C:4]([CH2:7][CH2:8][CH2:9][OH:10])=[CH:3][CH:2]=1.C(N(CC)CC)C.C1C(=O)N(OC(ON2C(=O)CCC2=O)=O)[C:20](=[O:21])C1.Cl.[C:37]12([CH2:47][CH2:48][NH:49][CH2:50][CH2:51][CH2:52][CH2:53][CH3:54])[CH2:46][CH:41]3[CH2:42][CH:43]([CH2:45][CH:39]([CH2:40]3)[CH2:38]1)[CH2:44]2.